This data is from Full USPTO retrosynthesis dataset with 1.9M reactions from patents (1976-2016). The task is: Predict the reactants needed to synthesize the given product. (1) Given the product [CH2:1]([CH:5]1[CH2:14][CH2:13][C:12]2[CH:11]=[C:10]([C@H:15]3[CH2:24][CH2:23][C@@:17]4([NH:21][C:20](=[O:22])[O:19][CH2:18]4)[CH2:16]3)[CH:9]=[CH:8][C:7]=2[CH:6]1[OH:29])[CH2:2][CH2:3][CH3:4], predict the reactants needed to synthesize it. The reactants are: [CH2:1]([C:5]1[CH2:14][CH2:13][C:12]2[CH:11]=[C:10]([C@H:15]3[CH2:24][CH2:23][C@@:17]4([NH:21][C:20](=[O:22])[O:19][CH2:18]4)[CH2:16]3)[CH:9]=[CH:8][C:7]=2[CH:6]=1)[CH2:2][CH2:3][CH3:4].B.CSC.[OH-:29].[Na+].OO. (2) Given the product [Cl:36][C:16]1[CH:17]=[C:9]([N:8]([CH2:7][C:6]([OH:5])=[O:35])[S:24]([C:27]2[CH:28]=[C:29]([Cl:34])[CH:30]=[C:31]([Cl:33])[CH:32]=2)(=[O:26])=[O:25])[CH:10]=[C:11]2[C:15]=1[N:14]([C:18]1[CH:23]=[N:22][CH:21]=[CH:20][N:19]=1)[CH:13]=[CH:12]2, predict the reactants needed to synthesize it. The reactants are: C([O:5][C:6](=[O:35])[CH2:7][N:8]([S:24]([C:27]1[CH:32]=[C:31]([Cl:33])[CH:30]=[C:29]([Cl:34])[CH:28]=1)(=[O:26])=[O:25])[C:9]1[CH:10]=[C:11]2[C:15](=[CH:16][CH:17]=1)[N:14]([C:18]1[CH:23]=[N:22][CH:21]=[CH:20][N:19]=1)[CH:13]=[CH:12]2)(C)(C)C.[Cl:36]N1C(=O)CCC1=O.P(=O)(O)(O)O.O. (3) Given the product [CH:22]1([CH2:17][N:14]2[CH2:15][CH2:16][N:12]([C:4]3[S:5][C:6]([C:7]([OH:9])=[O:8])=[C:2]([CH3:1])[N:3]=3)[C:13]2=[O:23])[CH2:21][CH2:20][CH2:19]1, predict the reactants needed to synthesize it. The reactants are: [CH3:1][C:2]1[N:3]=[C:4]([N:12]2[CH2:16][CH2:15][N:14]([C:17]3[CH:22]=[CH:21][CH:20]=[CH:19]C=3)[C:13]2=[O:23])[S:5][C:6]=1[C:7]([O:9]CC)=[O:8].C1(CN2CCN(C3SC(C(OCC)=O)=C(C)N=3)C2=O)CCC1. (4) Given the product [CH3:1][O:2][C:3]1[C:8]([O:9][CH2:10][O:11][CH2:12][CH2:13][Si:14]([CH3:15])([CH3:17])[CH3:16])=[CH:7][C:6]([NH2:18])=[C:5]([N+:22]([O-:24])=[O:23])[CH:4]=1, predict the reactants needed to synthesize it. The reactants are: [CH3:1][O:2][C:3]1[C:8]([O:9][CH2:10][O:11][CH2:12][CH2:13][Si:14]([CH3:17])([CH3:16])[CH3:15])=[CH:7][C:6]([NH:18]C(=O)C)=[C:5]([N+:22]([O-:24])=[O:23])[CH:4]=1.C([O-])([O-])=O.[K+].[K+]. (5) The reactants are: C(Cl)(=O)C(Cl)=O.CS(C)=O.[CH2:11]([O:18][C:19](=[O:32])[NH:20][CH2:21][CH2:22][C:23](=[O:31])[NH:24][CH2:25][CH:26]([OH:30])[CH:27]([CH3:29])[CH3:28])[C:12]1[CH:17]=[CH:16][CH:15]=[CH:14][CH:13]=1.C(N(CC)CC)C. Given the product [CH2:11]([O:18][C:19](=[O:32])[NH:20][CH2:21][CH2:22][C:23](=[O:31])[NH:24][CH2:25][C:26](=[O:30])[CH:27]([CH3:29])[CH3:28])[C:12]1[CH:17]=[CH:16][CH:15]=[CH:14][CH:13]=1, predict the reactants needed to synthesize it. (6) Given the product [Cl:1][C:2]1[CH:3]=[C:4]2[C:9](=[CH:10][C:11]=1[C:12]([N:72]1[CH2:73][CH2:74][CH2:75][C@H:71]1[CH2:70][NH:69][C:63]1[CH:68]=[CH:67][CH:66]=[CH:65][CH:64]=1)=[O:13])[N:8]=[CH:7][N:6]=[C:5]2[NH:15][CH:16]([C:18]1[NH:22][C:21]2[CH:23]=[CH:24][C:25]([Cl:27])=[CH:26][C:20]=2[N:19]=1)[CH3:17], predict the reactants needed to synthesize it. The reactants are: [Cl:1][C:2]1[CH:3]=[C:4]2[C:9](=[CH:10][C:11]=1[C:12](O)=[O:13])[N:8]=[CH:7][N:6]=[C:5]2[NH:15][CH:16]([C:18]1[NH:22][C:21]2[CH:23]=[CH:24][C:25]([Cl:27])=[CH:26][C:20]=2[N:19]=1)[CH3:17].FC1C(OC(N(C)C)=[N+](C)C)=C(F)C(F)=C(F)C=1F.F[P-](F)(F)(F)(F)F.C(N(C(C)C)CC)(C)C.[C:63]1([NH:69][CH2:70][C@@H:71]2[CH2:75][CH2:74][CH2:73][NH:72]2)[CH:68]=[CH:67][CH:66]=[CH:65][CH:64]=1. (7) Given the product [Br:25][C:8]1[C:9]([N:11]2[CH2:16][CH2:15][CH2:14][C@@H:13]([NH:17][C:18](=[O:24])[O:19][C:20]([CH3:21])([CH3:22])[CH3:23])[CH2:12]2)=[C:10]2[C:2]([NH:1][C:33]([O:35][CH2:36][CH3:37])=[O:34])=[CH:3][NH:4][C:5]2=[N:6][CH:7]=1, predict the reactants needed to synthesize it. The reactants are: [NH2:1][C:2]1[C:10]2[C:5](=[N:6][CH:7]=[C:8]([Br:25])[C:9]=2[N:11]2[CH2:16][CH2:15][CH2:14][C@@H:13]([NH:17][C:18](=[O:24])[O:19][C:20]([CH3:23])([CH3:22])[CH3:21])[CH2:12]2)[NH:4][CH:3]=1.C(N(CC)CC)C.[C:33](O[C:33]([O:35][CH2:36][CH3:37])=[O:34])([O:35][CH2:36][CH3:37])=[O:34].O. (8) Given the product [NH2:8][CH:9]([CH2:15][CH3:16])[C@@H:10]([C:11]1[O:13][N:40]=[C:33]([C:34]2[CH:39]=[CH:38][CH:37]=[CH:36][CH:35]=2)[N:32]=1)[OH:14], predict the reactants needed to synthesize it. The reactants are: C(OC([NH:8][CH:9]([CH2:15][CH3:16])[CH:10]([OH:14])[C:11]([OH:13])=O)=O)(C)(C)C.C(Cl)CCl.C1C=CC2N(O)N=NC=2C=1.O[NH:32][C:33](=[NH:40])[C:34]1[CH:39]=[CH:38][CH:37]=[CH:36][CH:35]=1.CN1CCOCC1.C1C2C(C3ON=C(N)N=3)CN(C2)C1.C(O)(C(F)(F)F)=O.